From a dataset of NCI-60 drug combinations with 297,098 pairs across 59 cell lines. Regression. Given two drug SMILES strings and cell line genomic features, predict the synergy score measuring deviation from expected non-interaction effect. (1) Cell line: CCRF-CEM. Drug 1: C1=C(C(=O)NC(=O)N1)F. Synergy scores: CSS=7.42, Synergy_ZIP=-18.2, Synergy_Bliss=-24.4, Synergy_Loewe=-33.6, Synergy_HSA=-23.7. Drug 2: CN(C(=O)NC(C=O)C(C(C(CO)O)O)O)N=O. (2) Drug 1: CC1=C(C=C(C=C1)NC2=NC=CC(=N2)N(C)C3=CC4=NN(C(=C4C=C3)C)C)S(=O)(=O)N.Cl. Drug 2: COC1=NC(=NC2=C1N=CN2C3C(C(C(O3)CO)O)O)N. Cell line: KM12. Synergy scores: CSS=-3.30, Synergy_ZIP=-2.45, Synergy_Bliss=-7.45, Synergy_Loewe=-5.88, Synergy_HSA=-5.79. (3) Drug 1: CC(CN1CC(=O)NC(=O)C1)N2CC(=O)NC(=O)C2. Drug 2: CC1OCC2C(O1)C(C(C(O2)OC3C4COC(=O)C4C(C5=CC6=C(C=C35)OCO6)C7=CC(=C(C(=C7)OC)O)OC)O)O. Cell line: MDA-MB-435. Synergy scores: CSS=10.3, Synergy_ZIP=-5.56, Synergy_Bliss=-2.67, Synergy_Loewe=-10.8, Synergy_HSA=-3.99.